Task: Predict the reactants needed to synthesize the given product.. Dataset: Full USPTO retrosynthesis dataset with 1.9M reactions from patents (1976-2016) (1) Given the product [CH2:1]([O:8][C:9]1[C:14]2[CH2:15][CH:16]=[CH:17][C:18]3[C:19](=[CH:20][C:21]4[CH:22]=[C:23]([CH:28]=[O:29])[N:24]([CH3:27])[C:25]=4[CH:26]=3)[C:13]=2[N:12]([CH2:30][C:31]2[CH:36]=[CH:35][C:34]([O:37][CH3:38])=[CH:33][C:32]=2[O:39][CH3:40])[C:11](=[O:41])[C:10]=1[C:42]([O:44][CH3:45])=[O:43])[C:2]1[CH:7]=[CH:6][CH:5]=[CH:4][CH:3]=1, predict the reactants needed to synthesize it. The reactants are: [CH2:1]([O:8][C:9]1[C:14]2[CH2:15][CH:16]=[CH:17][C:18]3[C:19](=[CH:20][C:21]4[CH:22]=[C:23]([CH2:28][OH:29])[N:24]([CH3:27])[C:25]=4[CH:26]=3)[C:13]=2[N:12]([CH2:30][C:31]2[CH:36]=[CH:35][C:34]([O:37][CH3:38])=[CH:33][C:32]=2[O:39][CH3:40])[C:11](=[O:41])[C:10]=1[C:42]([O:44][CH3:45])=[O:43])[C:2]1[CH:7]=[CH:6][CH:5]=[CH:4][CH:3]=1. (2) Given the product [Br:27][C:28]1[CH:39]=[C:32]([C:33]([C:2]2[C:10]3[CH:9]=[N:8][CH:7]=[N:6][C:5]=3[N:4]([C:11]3([CH2:14][O:15][CH:16]4[CH2:21][CH2:20][CH2:19][CH2:18][O:17]4)[CH2:13][CH2:12]3)[CH:3]=2)=[O:34])[CH:31]=[N:30][CH:29]=1, predict the reactants needed to synthesize it. The reactants are: I[C:2]1[C:10]2[CH:9]=[N:8][CH:7]=[N:6][C:5]=2[N:4]([C:11]2([CH2:14][O:15][CH:16]3[CH2:21][CH2:20][CH2:19][CH2:18][O:17]3)[CH2:13][CH2:12]2)[CH:3]=1.C([Li])CCC.[Br:27][C:28]1[CH:29]=[N:30][CH:31]=[C:32]([CH:39]=1)[C:33](N(OC)C)=[O:34]. (3) Given the product [Br:1][C:2]1[C:3]([C:8]([O:10][CH2:11][CH3:12])=[O:9])=[N:4][N:5]([CH2:20][C:21]2[CH:22]=[CH:23][C:24]([C:25]([O:27][C:28]([CH3:31])([CH3:30])[CH3:29])=[O:26])=[CH:32][CH:33]=2)[C:6]=1[CH3:7], predict the reactants needed to synthesize it. The reactants are: [Br:1][C:2]1[C:3]([C:8]([O:10][CH2:11][CH3:12])=[O:9])=[N:4][NH:5][C:6]=1[CH3:7].CC(C)([O-])C.[K+].Br[CH2:20][C:21]1[CH:33]=[CH:32][C:24]([C:25]([O:27][C:28]([CH3:31])([CH3:30])[CH3:29])=[O:26])=[CH:23][CH:22]=1.[Cl-].[NH4+]. (4) The reactants are: [N:1]1[C:9]2[CH:8]=[CH:7][N:6]=[CH:5][C:4]=2[S:3][CH:2]=1.[CH3:10]I. Given the product [CH3:10][N:6]1[CH2:7][CH2:8][C:9]2[N:1]=[CH:2][S:3][C:4]=2[CH2:5]1, predict the reactants needed to synthesize it. (5) Given the product [Cl:1][C:2]1[CH:3]=[C:4]([C:9]2([C:29]([F:32])([F:31])[F:30])[O:13][N:12]=[C:11]([C:14]3[CH:19]=[CH:18][C:17]([S:20]([Cl:34])(=[O:36])=[O:33])=[C:16]([CH3:28])[CH:15]=3)[CH2:10]2)[CH:5]=[C:6]([Cl:8])[CH:7]=1, predict the reactants needed to synthesize it. The reactants are: [Cl:1][C:2]1[CH:3]=[C:4]([C:9]2([C:29]([F:32])([F:31])[F:30])[O:13][N:12]=[C:11]([C:14]3[CH:19]=[CH:18][C:17]([S:20]CC4C=CC=CC=4)=[C:16]([CH3:28])[CH:15]=3)[CH2:10]2)[CH:5]=[C:6]([Cl:8])[CH:7]=1.[OH2:33].[ClH:34].Cl[O-:36].[Na+]. (6) Given the product [CH3:1][O:2][C:3](=[O:20])[C:4]1[CH:9]=[C:8]([CH:21]([O:24][CH3:25])[O:26][CH3:27])[CH:7]=[CH:6][C:5]=1[O:12][CH2:13][C:14]1[CH:19]=[CH:18][CH:17]=[CH:16][CH:15]=1, predict the reactants needed to synthesize it. The reactants are: [CH3:1][O:2][C:3](=[O:20])[C:4]1[CH:9]=[C:8](C=O)[CH:7]=[CH:6][C:5]=1[O:12][CH2:13][C:14]1[CH:19]=[CH:18][CH:17]=[CH:16][CH:15]=1.[CH:21]([O:26][CH3:27])([O:24][CH3:25])OC.C(N(CC)CC)C. (7) Given the product [Cl:28][C:25]1[CH:26]=[N:27][C:2]2[N:23]=[C:7]([CH2:8][O:9][CH2:10][CH2:11][C:12]3[CH:17]=[CH:16][CH:15]=[C:14]([O:18][C:19]([F:22])([F:21])[F:20])[CH:13]=3)[NH:6][C:4](=[O:5])[C:3]=2[CH:24]=1, predict the reactants needed to synthesize it. The reactants are: Cl[C:2]1[N:27]=[CH:26][C:25]([Cl:28])=[CH:24][C:3]=1[C:4]([NH:6][C:7](=[NH:23])[CH2:8][O:9][CH2:10][CH2:11][C:12]1[CH:17]=[CH:16][CH:15]=[C:14]([O:18][C:19]([F:22])([F:21])[F:20])[CH:13]=1)=[O:5].CC([O-])(C)C.[K+]. (8) Given the product [ClH:1].[Cl:1][C:2]1[CH:9]=[CH:8][C:5]([CH2:6][NH:13][CH2:12][CH2:10][OH:11])=[CH:4][CH:3]=1, predict the reactants needed to synthesize it. The reactants are: [Cl:1][C:2]1[CH:9]=[CH:8][C:5]([CH:6]=O)=[CH:4][CH:3]=1.[CH2:10]([CH2:12][NH2:13])[OH:11].O. (9) Given the product [CH2:14]([O:23][C:22](=[O:25])[C:6]1[CH:5]=[C:4]([O:11][CH3:12])[C:3]([O:38][CH2:37][C:33]2[CH:32]=[CH:6][CH:10]=[CH:2][CH:3]=2)=[C:2]([Cl:1])[CH:10]=1)[C:15]1[CH:20]=[CH:19][CH:18]=[CH:17][CH:16]=1, predict the reactants needed to synthesize it. The reactants are: [Cl:1][C:2]1[C:3](O)=[C:4]([O:11][CH3:12])[CH:5]=[C:6]([CH:10]=1)C(O)=O.[CH2:14](Br)[C:15]1[CH:20]=[CH:19][CH:18]=[CH:17][CH:16]=1.[C:22](=[O:25])([O-])[O-:23].[K+].[K+].C(O[CH2:32][CH3:33])(=O)C.CN([CH:37]=[O:38])C. (10) Given the product [CH3:8][S:9][C:10]1[CH:11]=[CH:12][C:13]([N:16]2[CH2:20][C@H:19]([CH2:21][N:3]3[CH:7]=[CH:6][N:5]=[CH:4]3)[O:18][C:17]2=[O:27])=[CH:14][CH:15]=1, predict the reactants needed to synthesize it. The reactants are: [H-].[Na+].[NH:3]1[CH:7]=[CH:6][N:5]=[CH:4]1.[CH3:8][S:9][C:10]1[CH:15]=[CH:14][C:13]([N:16]2[CH2:20][C@H:19]([CH2:21]OS(C)(=O)=O)[O:18][C:17]2=[O:27])=[CH:12][CH:11]=1.